Dataset: Forward reaction prediction with 1.9M reactions from USPTO patents (1976-2016). Task: Predict the product of the given reaction. (1) Given the reactants [Cl:1][C:2]1[CH:10]=[C:9]2[C:5]([C:6]([C:11]([N:13]3[CH2:18][CH2:17][C:16]4([C:22]5[CH:23]=[CH:24][C:25]([F:27])=[CH:26][C:21]=5[C:20](=[O:28])[O:19]4)[CH2:15][CH2:14]3)=[O:12])=[CH:7][NH:8]2)=[CH:4][CH:3]=1.[Cl:29][C:30]1[N:31]=[N:32][C:33]([CH3:38])=[CH:34][C:35]=1[CH2:36]Cl, predict the reaction product. The product is: [Cl:1][C:2]1[CH:10]=[C:9]2[C:5]([C:6]([C:11]([N:13]3[CH2:18][CH2:17][C:16]4([C:22]5[CH:23]=[CH:24][C:25]([F:27])=[CH:26][C:21]=5[C:20](=[O:28])[O:19]4)[CH2:15][CH2:14]3)=[O:12])=[CH:7][N:8]2[CH2:36][C:35]2[CH:34]=[C:33]([CH3:38])[N:32]=[N:31][C:30]=2[Cl:29])=[CH:4][CH:3]=1. (2) Given the reactants C([BH3-])#N.[Na+].[CH3:5][O:6][C:7](=[O:19])[CH2:8][O:9][C:10]1[CH:11]=[C:12]2[C:16](=[CH:17][CH:18]=1)[NH:15][CH:14]=[CH:13]2, predict the reaction product. The product is: [CH3:5][O:6][C:7](=[O:19])[CH2:8][O:9][C:10]1[CH:11]=[C:12]2[C:16](=[CH:17][CH:18]=1)[NH:15][CH2:14][CH2:13]2.